From a dataset of Full USPTO retrosynthesis dataset with 1.9M reactions from patents (1976-2016). Predict the reactants needed to synthesize the given product. (1) Given the product [Br:31][CH2:9][C:4]1[C:5]([CH3:8])=[N:6][S:7][C:3]=1[C:1]#[N:2], predict the reactants needed to synthesize it. The reactants are: [C:1]([C:3]1[S:7][N:6]=[C:5]([CH3:8])[C:4]=1[CH2:9]O)#[N:2].C1(P(C2C=CC=CC=2)C2C=CC=CC=2)C=CC=CC=1.C(Br)(Br)(Br)[Br:31]. (2) Given the product [CH3:1][N:2]1[C:10]2[C:5](=[CH:6][C:7]([NH2:11])=[CH:8][CH:9]=2)[C:4]([C:19]2[NH:27][C:22]3=[N:23][CH:24]=[CH:25][CH:26]=[C:21]3[CH:20]=2)=[CH:3]1, predict the reactants needed to synthesize it. The reactants are: [CH3:1][N:2]1[C:10]2[C:5](=[CH:6][C:7]([NH:11]C(=O)OC(C)(C)C)=[CH:8][CH:9]=2)[C:4]([C:19]2[NH:27][C:22]3=[N:23][CH:24]=[CH:25][CH:26]=[C:21]3[CH:20]=2)=[CH:3]1.FC(F)(F)C(O)=O.